Dataset: Full USPTO retrosynthesis dataset with 1.9M reactions from patents (1976-2016). Task: Predict the reactants needed to synthesize the given product. (1) Given the product [C:1]([O:5][C:6](=[O:33])[NH:7][C:8]1([C:12]2[CH:13]=[CH:14][C:15]([C:18]3[C:23]([C:24]4[CH:29]=[CH:28][CH:27]=[CH:26][CH:25]=4)=[CH:22][N:21]4[C:30]([Br:34])=[CH:31][N:32]=[C:20]4[N:19]=3)=[CH:16][CH:17]=2)[CH2:11][CH2:10][CH2:9]1)([CH3:4])([CH3:2])[CH3:3], predict the reactants needed to synthesize it. The reactants are: [C:1]([O:5][C:6](=[O:33])[NH:7][C:8]1([C:12]2[CH:17]=[CH:16][C:15]([C:18]3[C:23]([C:24]4[CH:29]=[CH:28][CH:27]=[CH:26][CH:25]=4)=[CH:22][N:21]4[CH:30]=[CH:31][N:32]=[C:20]4[N:19]=3)=[CH:14][CH:13]=2)[CH2:11][CH2:10][CH2:9]1)([CH3:4])([CH3:3])[CH3:2].[Br:34]N1C(=O)CCC1=O. (2) Given the product [CH:16]([O:15][C:5]1[CH:4]=[CH:3][C:2]([NH:1][C:40]([NH:39][C:33]2[CH:34]=[CH:35][C:36]([O:37][CH3:38])=[C:31]([O:30][CH3:29])[CH:32]=2)=[O:41])=[CH:14][C:6]=1[C:7]([NH:9][C:10]([CH3:11])([CH3:12])[CH3:13])=[O:8])([C:23]1[CH:24]=[CH:25][CH:26]=[CH:27][CH:28]=1)[C:17]1[CH:18]=[CH:19][CH:20]=[CH:21][CH:22]=1, predict the reactants needed to synthesize it. The reactants are: [NH2:1][C:2]1[CH:3]=[CH:4][C:5]([O:15][CH:16]([C:23]2[CH:28]=[CH:27][CH:26]=[CH:25][CH:24]=2)[C:17]2[CH:22]=[CH:21][CH:20]=[CH:19][CH:18]=2)=[C:6]([CH:14]=1)[C:7]([NH:9][C:10]([CH3:13])([CH3:12])[CH3:11])=[O:8].[CH3:29][O:30][C:31]1[CH:32]=[C:33]([N:39]=[C:40]=[O:41])[CH:34]=[CH:35][C:36]=1[O:37][CH3:38]. (3) Given the product [Br:23][C:8]1[N:7]([CH2:6][O:5][CH2:4][CH2:3][Si:2]([CH3:15])([CH3:14])[CH3:1])[CH:11]=[C:10]([C:12]#[N:13])[N:9]=1, predict the reactants needed to synthesize it. The reactants are: [CH3:1][Si:2]([CH3:15])([CH3:14])[CH2:3][CH2:4][O:5][CH2:6][N:7]1[CH:11]=[C:10]([C:12]#[N:13])[N:9]=[CH:8]1.C1C(=O)N([Br:23])C(=O)C1.CC(N=NC(C#N)(C)C)(C#N)C. (4) Given the product [C:50]([C:49]1[CH:52]=[CH:53][C:46]([N:38]2[C@@H:39]([CH:41]3[CH2:45][CH2:44][CH2:43][CH2:42]3)[CH2:40][C:36]([C:25]3[N:30]=[C:29]([NH:31][C:32](=[O:34])[CH3:33])[CH:28]=[CH:27][CH:26]=3)=[N:37]2)=[N:47][C:48]=1[CH3:54])#[N:51], predict the reactants needed to synthesize it. The reactants are: C([O-])(=O)C.[K+].B1(B2OC(C)(C)C(C)(C)O2)OC(C)(C)C(C)(C)O1.Cl[C:25]1[N:30]=[C:29]([NH:31][C:32](=[O:34])[CH3:33])[CH:28]=[CH:27][CH:26]=1.Cl[C:36]1[CH2:40][C@H:39]([CH:41]2[CH2:45][CH2:44][CH2:43][CH2:42]2)[N:38]([C:46]2[CH:53]=[CH:52][C:49]([C:50]#[N:51])=[C:48]([CH3:54])[N:47]=2)[N:37]=1.C(=O)([O-])[O-].[Na+].[Na+]. (5) Given the product [CH2:1]([O:8][C:9]1[CH:10]=[CH:11][C:12]([CH2:15][C:16]([OH:18])=[O:17])=[CH:13][CH:14]=1)[C:2]1[CH:3]=[CH:4][CH:5]=[CH:6][CH:7]=1, predict the reactants needed to synthesize it. The reactants are: [CH2:1]([O:8][C:9]1[CH:14]=[CH:13][C:12]([CH2:15][C:16]([O:18]C)=[O:17])=[CH:11][CH:10]=1)[C:2]1[CH:7]=[CH:6][CH:5]=[CH:4][CH:3]=1.[OH-].[Na+]. (6) Given the product [NH2:41][C:37]1[N:36]=[C:35]([CH:32]2[CH2:31][CH2:30][N:29]([C:26]3[N:25]=[CH:24][N:23]=[C:22]([NH:21][CH2:20][CH:12]([NH:11][C:9]([O:8][CH2:1][C:2]4[CH:3]=[CH:4][CH:5]=[CH:6][CH:7]=4)=[O:10])[C:13]([O:15][C:16]([CH3:19])([CH3:18])[CH3:17])=[O:14])[C:27]=3[CH3:28])[CH2:34][CH2:33]2)[CH:40]=[CH:39][CH:38]=1, predict the reactants needed to synthesize it. The reactants are: [CH2:1]([O:8][C:9]([NH:11][CH:12]([CH2:20][NH:21][C:22]1[C:27]([CH3:28])=[C:26]([N:29]2[CH2:34][CH2:33][CH:32]([C:35]3[CH:40]=[CH:39][CH:38]=[C:37]([N:41]4C(C)=CC=C4C)[N:36]=3)[CH2:31][CH2:30]2)[N:25]=[CH:24][N:23]=1)[C:13]([O:15][C:16]([CH3:19])([CH3:18])[CH3:17])=[O:14])=[O:10])[C:2]1[CH:7]=[CH:6][CH:5]=[CH:4][CH:3]=1.Cl.NO.